Dataset: Peptide-MHC class II binding affinity with 134,281 pairs from IEDB. Task: Regression. Given a peptide amino acid sequence and an MHC pseudo amino acid sequence, predict their binding affinity value. This is MHC class II binding data. (1) The MHC is DRB3_0101 with pseudo-sequence DRB3_0101. The peptide sequence is GELVIVDKIDAAFKI. The binding affinity (normalized) is 0.786. (2) The peptide sequence is GQNYTYKWETFLTRE. The MHC is DRB1_1501 with pseudo-sequence DRB1_1501. The binding affinity (normalized) is 0.398. (3) The peptide sequence is KEPLKECGGILQAYD. The MHC is DRB1_1602 with pseudo-sequence DRB1_1602. The binding affinity (normalized) is 0.268. (4) The peptide sequence is AAYKLAYKTAEGATP. The MHC is HLA-DQA10101-DQB10501 with pseudo-sequence HLA-DQA10101-DQB10501. The binding affinity (normalized) is 0.0434. (5) The peptide sequence is PAAPANPGLIIG. The MHC is DRB1_1302 with pseudo-sequence DRB1_1302. The binding affinity (normalized) is 0.346. (6) The peptide sequence is KMIGGIGGFIKVRQYDQIPI. The MHC is HLA-DQA10401-DQB10402 with pseudo-sequence HLA-DQA10401-DQB10402. The binding affinity (normalized) is 0.285. (7) The peptide sequence is TMTPSGLVIPENAKE. The MHC is DRB1_1501 with pseudo-sequence DRB1_1501. The binding affinity (normalized) is 0. (8) The peptide sequence is DAYICAIRRAKSFIY. The MHC is HLA-DPA10201-DPB11401 with pseudo-sequence HLA-DPA10201-DPB11401. The binding affinity (normalized) is 0.113. (9) The peptide sequence is VKPKIQKHIEDRLSL. The MHC is DRB1_0101 with pseudo-sequence DRB1_0101. The binding affinity (normalized) is 0.249. (10) The binding affinity (normalized) is 0.253. The MHC is HLA-DQA10401-DQB10402 with pseudo-sequence HLA-DQA10401-DQB10402. The peptide sequence is DELVGGPPVEASAAA.